This data is from Forward reaction prediction with 1.9M reactions from USPTO patents (1976-2016). The task is: Predict the product of the given reaction. (1) Given the reactants [CH3:1][C:2]1[CH:7]=[CH:6][C:5]([N+:8]([O-:10])=[O:9])=[CH:4][C:3]=1[N:11]1[C:15](=[O:16])[NH:14][N:13]=[N:12]1.[CH3:17]N(C=O)C.C([O-])([O-])=O.[K+].[K+].IC, predict the reaction product. The product is: [CH3:1][C:2]1[CH:7]=[CH:6][C:5]([N+:8]([O-:10])=[O:9])=[CH:4][C:3]=1[N:11]1[C:15](=[O:16])[N:14]([CH3:17])[N:13]=[N:12]1. (2) Given the reactants [C:1]([NH:4][N:5]=[C:6]([C:16]1[C:21](CC(O)C)=[CH:20][C:19](OC)=[CH:18][CH:17]=1)[C:7]1[CH:12]=[CH:11][C:10]([N+:13]([O-:15])=[O:14])=[CH:9][CH:8]=1)(=[O:3])[CH3:2].C(N(CC)CC)C.CS(Cl)(=O)=O.O, predict the reaction product. The product is: [C:1]([NH:4][N:5]=[C:6]([C:16]1[CH:21]=[CH:20][CH:19]=[CH:18][CH:17]=1)[C:7]1[CH:12]=[CH:11][C:10]([N+:13]([O-:15])=[O:14])=[CH:9][CH:8]=1)(=[O:3])[CH3:2]. (3) Given the reactants Cl[C:2]1[C:3](=[O:14])[C:4]2[C:9]([C:10](=[O:13])[C:11]=1[Cl:12])=[CH:8][CH:7]=[CH:6][CH:5]=2.[CH2:15]([NH2:18])[CH:16]=[CH2:17], predict the reaction product. The product is: [CH2:15]([NH:18][C:2]1[C:3](=[O:14])[C:4]2[C:9]([C:10](=[O:13])[C:11]=1[Cl:12])=[CH:8][CH:7]=[CH:6][CH:5]=2)[CH:16]=[CH2:17]. (4) Given the reactants Cl[C:2]1[C:11]2=[N:12][N:13](CC3C=CC(OC)=CC=3)[CH:14]=[C:10]2[C:9]2[C:8]([O:24][CH3:25])=[CH:7][CH:6]=[CH:5][C:4]=2[N:3]=1.[NH2:26][C:27]1[CH:32]=[CH:31][C:30]([N:33]2[CH2:38][CH2:37][N:36]([C:39](=[O:41])[CH3:40])[CH2:35][CH2:34]2)=[CH:29][CH:28]=1.Cl, predict the reaction product. The product is: [CH3:25][O:24][C:8]1[C:9]2[C:10]3[CH:14]=[N:13][NH:12][C:11]=3[C:2]([NH:26][C:27]3[CH:28]=[CH:29][C:30]([N:33]4[CH2:34][CH2:35][N:36]([C:39](=[O:41])[CH3:40])[CH2:37][CH2:38]4)=[CH:31][CH:32]=3)=[N:3][C:4]=2[CH:5]=[CH:6][CH:7]=1. (5) Given the reactants [NH:1]1[C:9]2[C:4](=[N:5][CH:6]=[CH:7][CH:8]=2)[N:3]=[C:2]1[CH:10]([C:12]1[CH:17]=[CH:16][C:15]([O:18][C:19]2[C:24]([CH:25]3[CH2:30][CH2:29][O:28][CH2:27][CH2:26]3)=N[CH:22]=[CH:21][N:20]=2)=[CH:14][CH:13]=1)[OH:11].[CH:31](Cl)(Cl)Cl, predict the reaction product. The product is: [NH:1]1[C:9]2[C:4](=[N:5][CH:6]=[CH:7][CH:8]=2)[N:3]=[C:2]1[C:10]([C:12]1[CH:13]=[CH:14][C:15]([O:18][C:19]2[C:24]([CH:25]3[CH2:26][CH2:27][O:28][CH2:29][CH2:30]3)=[CH:31][CH:22]=[CH:21][N:20]=2)=[CH:16][CH:17]=1)=[O:11]. (6) Given the reactants Cl[C:2]1[C:3](=[O:14])[C:4]2[C:9]([C:10](=[O:13])[C:11]=1Cl)=[CH:8][CH:7]=[CH:6][CH:5]=2.[C:15]1(=[O:25])[NH:19][C:18](=[O:20])[C:17]2=[CH:21][CH:22]=[CH:23][CH:24]=[C:16]12.[K], predict the reaction product. The product is: [O:14]=[C:3]1[C:4]2[C:9](=[CH:8][CH:7]=[CH:6][CH:5]=2)[C:10](=[O:13])[C:11]([N:19]2[C:15](=[O:25])[C:16]3[C:17](=[CH:21][CH:22]=[CH:23][CH:24]=3)[C:18]2=[O:20])=[C:2]1[N:19]1[C:15](=[O:25])[C:16]2[C:17](=[CH:21][CH:22]=[CH:23][CH:24]=2)[C:18]1=[O:20].